Predict which catalyst facilitates the given reaction. From a dataset of Catalyst prediction with 721,799 reactions and 888 catalyst types from USPTO. (1) Reactant: Br[C:2]1[N:3]=[C:4]([N:7]2[CH2:12][CH2:11][O:10][CH2:9][CH2:8]2)[S:5][CH:6]=1.[Li]CCCC.[F:18][C:19]([F:27])([F:26])[C:20](N(OC)C)=[O:21]. Product: [F:18][C:19]([F:27])([F:26])[C:20]([C:2]1[N:3]=[C:4]([N:7]2[CH2:12][CH2:11][O:10][CH2:9][CH2:8]2)[S:5][CH:6]=1)=[O:21]. The catalyst class is: 385. (2) Reactant: [CH2:1]([N:3]([CH:27]1[CH2:32][CH2:31][NH:30][CH2:29][CH2:28]1)[C:4]1[C:19]2[CH2:18][CH:17]=[CH:16][CH2:15][CH2:14][C:13]3[CH:20]=[C:21]([CH3:25])[NH:22][C:23](=[O:24])[C:12]=3[CH2:11][NH:10][C:9](=[O:26])[C:8]=2[CH:7]=[CH:6][CH:5]=1)[CH3:2].Br[C:34]([CH3:41])([CH3:40])[C:35]([O:37][CH2:38][CH3:39])=[O:36].C([O-])([O-])=O.[K+].[K+]. Product: [CH2:1]([N:3]([C:4]1[C:19]2[CH2:18][CH:17]=[CH:16][CH2:15][CH2:14][C:13]3[CH:20]=[C:21]([CH3:25])[NH:22][C:23](=[O:24])[C:12]=3[CH2:11][NH:10][C:9](=[O:26])[C:8]=2[CH:7]=[CH:6][CH:5]=1)[CH:27]1[CH2:32][CH2:31][N:30]([C:34]([CH3:41])([CH3:40])[C:35]([O:37][CH2:38][CH3:39])=[O:36])[CH2:29][CH2:28]1)[CH3:2]. The catalyst class is: 3.